From a dataset of hERG potassium channel inhibition data for cardiac toxicity prediction from Karim et al.. Regression/Classification. Given a drug SMILES string, predict its toxicity properties. Task type varies by dataset: regression for continuous values (e.g., LD50, hERG inhibition percentage) or binary classification for toxic/non-toxic outcomes (e.g., AMES mutagenicity, cardiotoxicity, hepatotoxicity). Dataset: herg_karim. The molecule is CCCS(=O)(=O)Nc1ccc(F)c(C(=O)c2c[nH]c3ncc(Cl)cc23)c1F. The result is 0 (non-blocker).